The task is: Regression. Given two drug SMILES strings and cell line genomic features, predict the synergy score measuring deviation from expected non-interaction effect.. This data is from NCI-60 drug combinations with 297,098 pairs across 59 cell lines. (1) Drug 1: C#CCC(CC1=CN=C2C(=N1)C(=NC(=N2)N)N)C3=CC=C(C=C3)C(=O)NC(CCC(=O)O)C(=O)O. Drug 2: C(CCl)NC(=O)N(CCCl)N=O. Cell line: HL-60(TB). Synergy scores: CSS=8.69, Synergy_ZIP=-3.92, Synergy_Bliss=-5.33, Synergy_Loewe=2.02, Synergy_HSA=-2.37. (2) Drug 1: CC1=C(C(=CC=C1)Cl)NC(=O)C2=CN=C(S2)NC3=CC(=NC(=N3)C)N4CCN(CC4)CCO. Drug 2: C1=NNC2=C1C(=O)NC=N2. Cell line: UO-31. Synergy scores: CSS=10.5, Synergy_ZIP=-4.60, Synergy_Bliss=-1.81, Synergy_Loewe=-41.0, Synergy_HSA=-1.15. (3) Drug 1: CN(C)C1=NC(=NC(=N1)N(C)C)N(C)C. Drug 2: CC1=C(C(CCC1)(C)C)C=CC(=CC=CC(=CC(=O)O)C)C. Cell line: NCIH23. Synergy scores: CSS=-4.44, Synergy_ZIP=0.887, Synergy_Bliss=-2.31, Synergy_Loewe=-5.06, Synergy_HSA=-4.77. (4) Drug 2: COC1=C2C(=CC3=C1OC=C3)C=CC(=O)O2. Cell line: TK-10. Synergy scores: CSS=6.75, Synergy_ZIP=-4.00, Synergy_Bliss=-0.314, Synergy_Loewe=-0.573, Synergy_HSA=-0.293. Drug 1: C1CCC(CC1)NC(=O)N(CCCl)N=O. (5) Drug 1: CC1=C2C(C(=O)C3(C(CC4C(C3C(C(C2(C)C)(CC1OC(=O)C(C(C5=CC=CC=C5)NC(=O)OC(C)(C)C)O)O)OC(=O)C6=CC=CC=C6)(CO4)OC(=O)C)O)C)O. Drug 2: CN(CCCl)CCCl.Cl. Cell line: SF-295. Synergy scores: CSS=17.5, Synergy_ZIP=-9.03, Synergy_Bliss=-9.02, Synergy_Loewe=-6.22, Synergy_HSA=-6.21. (6) Drug 1: CC(C)(C#N)C1=CC(=CC(=C1)CN2C=NC=N2)C(C)(C)C#N. Drug 2: CC(C)NC(=O)C1=CC=C(C=C1)CNNC.Cl. Cell line: DU-145. Synergy scores: CSS=-6.54, Synergy_ZIP=3.95, Synergy_Bliss=2.28, Synergy_Loewe=-5.94, Synergy_HSA=-3.86. (7) Drug 1: C1CN1C2=NC(=NC(=N2)N3CC3)N4CC4. Drug 2: C#CCC(CC1=CN=C2C(=N1)C(=NC(=N2)N)N)C3=CC=C(C=C3)C(=O)NC(CCC(=O)O)C(=O)O. Cell line: A549. Synergy scores: CSS=22.5, Synergy_ZIP=-2.52, Synergy_Bliss=-6.91, Synergy_Loewe=-5.89, Synergy_HSA=-5.88. (8) Drug 1: C1=CC(=CC=C1CC(C(=O)O)N)N(CCCl)CCCl.Cl. Drug 2: C1C(C(OC1N2C=NC3=C(N=C(N=C32)Cl)N)CO)O. Cell line: HOP-92. Synergy scores: CSS=32.4, Synergy_ZIP=-8.37, Synergy_Bliss=-1.05, Synergy_Loewe=-29.9, Synergy_HSA=1.50. (9) Drug 1: C1=CC=C(C=C1)NC(=O)CCCCCCC(=O)NO. Drug 2: CC(C)CN1C=NC2=C1C3=CC=CC=C3N=C2N. Cell line: SW-620. Synergy scores: CSS=3.31, Synergy_ZIP=0.297, Synergy_Bliss=3.33, Synergy_Loewe=1.29, Synergy_HSA=0.786. (10) Drug 1: COC1=C(C=C2C(=C1)N=CN=C2NC3=CC(=C(C=C3)F)Cl)OCCCN4CCOCC4. Drug 2: C1CN(P(=O)(OC1)NCCCl)CCCl. Cell line: HOP-62. Synergy scores: CSS=11.2, Synergy_ZIP=-3.56, Synergy_Bliss=-0.661, Synergy_Loewe=-12.4, Synergy_HSA=0.335.